From a dataset of Full USPTO retrosynthesis dataset with 1.9M reactions from patents (1976-2016). Predict the reactants needed to synthesize the given product. (1) Given the product [NH2:3][C:4]1[C:13]2[N:14]=[C:15]([CH3:25])[N:16]([CH2:17][C:18]3([OH:24])[CH2:23][CH2:22][NH:21][CH2:20][CH2:19]3)[C:12]=2[C:11]2[N:10]=[CH:9][CH:8]=[CH:7][C:6]=2[N:5]=1, predict the reactants needed to synthesize it. The reactants are: Cl.Cl.[NH2:3][C:4]1[C:13]2[N:14]=[C:15]([CH3:25])[N:16]([CH2:17][C:18]3([OH:24])[CH2:23][CH2:22][NH:21][CH2:20][CH2:19]3)[C:12]=2[C:11]2[N:10]=[CH:9][CH:8]=[CH:7][C:6]=2[N:5]=1.[OH-].[Na+]. (2) Given the product [NH4+:6].[OH-:25].[CH3:41][OH:42].[OH:32][CH:29]1[CH2:28][CH2:27][N:26]([C:24]([CH:21]2[CH2:20][CH2:19][CH:18]([NH:17][C:13]3[N:12]=[C:11]([N:6]4[C:7]5[C:3](=[C:2]([C:35]6[CH:36]=[CH:37][S:33][CH:34]=6)[CH:10]=[CH:9][CH:8]=5)[CH:4]=[CH:5]4)[CH:16]=[CH:15][N:14]=3)[CH2:23][CH2:22]2)=[O:25])[CH2:31][CH2:30]1, predict the reactants needed to synthesize it. The reactants are: Br[C:2]1[CH:10]=[CH:9][CH:8]=[C:7]2[C:3]=1[CH:4]=[CH:5][N:6]2[C:11]1[CH:16]=[CH:15][N:14]=[C:13]([NH:17][CH:18]2[CH2:23][CH2:22][CH:21]([C:24]([N:26]3[CH2:31][CH2:30][CH:29]([OH:32])[CH2:28][CH2:27]3)=[O:25])[CH2:20][CH2:19]2)[N:12]=1.[S:33]1[CH:37]=[CH:36][C:35](B(O)O)=[CH:34]1.[C:41]([O-])([O-])=[O:42].[Na+].[Na+].C1(C)C=CC=CC=1. (3) Given the product [Cl:1][C:2]1[CH:3]=[C:4]([CH2:9][C:10]([O:12][CH3:13])=[O:11])[CH:5]=[CH:6][C:7]=1[O:8][S:21]([C:24]([F:27])([F:26])[F:25])(=[O:23])=[O:22], predict the reactants needed to synthesize it. The reactants are: [Cl:1][C:2]1[CH:3]=[C:4]([CH2:9][C:10]([O:12][CH3:13])=[O:11])[CH:5]=[CH:6][C:7]=1[OH:8].CCN(CC)CC.[S:21](O[S:21]([C:24]([F:27])([F:26])[F:25])(=[O:23])=[O:22])([C:24]([F:27])([F:26])[F:25])(=[O:23])=[O:22].